Predict the reactants needed to synthesize the given product. From a dataset of Full USPTO retrosynthesis dataset with 1.9M reactions from patents (1976-2016). (1) Given the product [Si:33]([O:1][C@@H:2]([CH2:7][N:8]([C:13]1[CH:18]=[CH:17][C:16]([O:19][C:20]2[CH:21]=[CH:22][C:23]([Cl:26])=[CH:24][CH:25]=2)=[CH:15][CH:14]=1)[S:9]([CH3:12])(=[O:10])=[O:11])[C:3]([O:5][CH3:6])=[O:4])([C:36]([CH3:39])([CH3:38])[CH3:37])([CH3:35])[CH3:34], predict the reactants needed to synthesize it. The reactants are: [OH:1][C@@H:2]([CH2:7][N:8]([C:13]1[CH:18]=[CH:17][C:16]([O:19][C:20]2[CH:25]=[CH:24][C:23]([Cl:26])=[CH:22][CH:21]=2)=[CH:15][CH:14]=1)[S:9]([CH3:12])(=[O:11])=[O:10])[C:3]([O:5][CH3:6])=[O:4].N1C=CC=CC=1.[Si:33](Cl)([C:36]([CH3:39])([CH3:38])[CH3:37])([CH3:35])[CH3:34].Cl. (2) The reactants are: FC(F)(F)C(O)=O.[OH:8][CH:9]1[CH:22]2[C:23]3[C:32]([CH:11]([C:12]4[CH:13]=[C:14]5[C:19](=[CH:20][C:21]=42)[CH:18]=[CH:17][CH:16]=[CH:15]5)[CH:10]1[OH:33])=[CH:31][C:30]1[C:25](=[CH:26][CH:27]=[CH:28][CH:29]=1)[CH:24]=3.C(N(CC)CC)C.Cl. Given the product [CH:26]1[C:25]2[C:30](=[CH:31][C:32]3[CH:11]4[C:10](=[O:33])[C:9](=[O:8])[CH:22]([C:23]=3[CH:24]=2)[C:21]2[C:12]4=[CH:13][C:14]3[C:19]([CH:20]=2)=[CH:18][CH:17]=[CH:16][CH:15]=3)[CH:29]=[CH:28][CH:27]=1, predict the reactants needed to synthesize it. (3) Given the product [CH2:26]([NH:27][C:21]([C:3]1[S:4][C:5]2[N:6]=[C:7]([NH:12][CH2:13][CH2:14][CH2:15][CH2:16][CH2:17][CH2:18][CH2:19][CH3:20])[O:8][C:9](=[O:11])[C:10]=2[C:2]=1[CH3:1])=[O:23])[CH:25]([CH3:28])[CH3:24], predict the reactants needed to synthesize it. The reactants are: [CH3:1][C:2]1[C:10]2[C:9](=[O:11])[O:8][C:7]([NH:12][CH2:13][CH2:14][CH2:15][CH2:16][CH2:17][CH2:18][CH2:19][CH3:20])=[N:6][C:5]=2[S:4][C:3]=1[C:21]([OH:23])=O.[CH3:24][C:25](C)([CH3:28])[CH2:26][NH-:27]. (4) The reactants are: [NH2:1][C@@H:2]1[CH2:7][CH2:6][CH2:5][N:4]([C:8]([C:10]2[CH:30]=[CH:29][C:13]3[N:14]([CH3:28])[C:15]([C:17]4[N:25]([CH2:26][CH3:27])[C:20]5=[N:21][CH:22]=[CH:23][CH:24]=[C:19]5[CH:18]=4)=[N:16][C:12]=3[CH:11]=2)=[O:9])[CH2:3]1.[ClH:31]. Given the product [ClH:31].[NH2:1][C@@H:2]1[CH2:7][CH2:6][CH2:5][N:4]([C:8]([C:10]2[CH:30]=[CH:29][C:13]3[N:14]([CH3:28])[C:15]([C:17]4[N:25]([CH2:26][CH3:27])[C:20]5=[N:21][CH:22]=[CH:23][CH:24]=[C:19]5[CH:18]=4)=[N:16][C:12]=3[CH:11]=2)=[O:9])[CH2:3]1, predict the reactants needed to synthesize it.